The task is: Predict the reaction yield, written as a fraction of the theoretical maximum amount of product (1.0 means a 100% yield; for example, 0.34 means a 34% yield).. This data is from Reaction yield outcomes from USPTO patents with 853,638 reactions. (1) The reactants are [F:1][C:2]1[CH:7]=[C:6]([C:8]#[C:9][CH:10]([OH:12])[CH3:11])[CH:5]=[CH:4][N:3]=1.[I-].[NH2:14][N+:15]1[CH:20]=[CH:19][CH:18]=[CH:17][CH:16]=1. The catalyst is C(#N)C. The product is [F:1][C:2]1[CH:7]=[C:6]([C:8]2[C:9]([CH:10]([OH:12])[CH3:11])=[N:14][N:15]3[CH:20]=[CH:19][CH:18]=[CH:17][C:16]=23)[CH:5]=[CH:4][N:3]=1. The yield is 0.460. (2) The reactants are C(C1C=C(NC2N=C(NC3C=CC=C(C(O)=O)C=3)C(F)=CN=2)C=CC=1)(O)=O.C[O:29][C:30]([C:32]1[CH:37]=[CH:36][C:35]([NH:38][C:39]2[N:44]=[C:43]([NH:45][C:46]3[CH:51]=[CH:50][C:49]([C:52]([O:54]C)=[O:53])=[CH:48][CH:47]=3)[C:42]([F:56])=[CH:41][N:40]=2)=[CH:34][CH:33]=1)=[O:31].[OH-].[Na+]. No catalyst specified. The product is [C:30]([C:32]1[CH:37]=[CH:36][C:35]([NH:38][C:39]2[N:44]=[C:43]([NH:45][C:46]3[CH:51]=[CH:50][C:49]([C:52]([OH:54])=[O:53])=[CH:48][CH:47]=3)[C:42]([F:56])=[CH:41][N:40]=2)=[CH:34][CH:33]=1)([OH:31])=[O:29]. The yield is 0.590. (3) The reactants are [CH2:1]([C@H:3]1[C@@H:7]([C:8]2[N:12]3[C:13]4[CH:19]=[CH:18][N:17](S(C5C=CC(C)=CC=5)(=O)=O)[C:14]=4[N:15]=[CH:16][C:11]3=[N:10][N:9]=2)[CH2:6][C:5](=[CH:30][C:31]([O:33][CH2:34][CH3:35])=[O:32])[CH2:4]1)[CH3:2].CCCC[N+](CCCC)(CCCC)CCCC.[F-].CCOC(C)=O. The catalyst is C1COCC1.[Cl-].[Na+].O. The product is [CH2:1]([C@H:3]1[C@@H:7]([C:8]2[N:12]3[C:13]4[CH:19]=[CH:18][NH:17][C:14]=4[N:15]=[CH:16][C:11]3=[N:10][N:9]=2)[CH2:6][C:5](=[CH:30][C:31]([O:33][CH2:34][CH3:35])=[O:32])[CH2:4]1)[CH3:2]. The yield is 1.00. (4) The reactants are Cl[C:2]1[C:11]2[C:6](=[CH:7][C:8]([O:14][CH2:15][CH2:16][CH2:17][N:18]3[CH2:23][CH2:22][N:21]([CH3:24])[CH2:20][CH2:19]3)=[C:9]([O:12][CH3:13])[CH:10]=2)[N:5]=[CH:4][N:3]=1.[F:25][C:26]1[C:34]([OH:35])=[CH:33][CH:32]=[C:31]2[C:27]=1[CH:28]=[C:29]([CH3:36])[NH:30]2. No catalyst specified. The product is [F:25][C:26]1[C:34]([O:35][C:2]2[C:11]3[C:6](=[CH:7][C:8]([O:14][CH2:15][CH2:16][CH2:17][N:18]4[CH2:23][CH2:22][N:21]([CH3:24])[CH2:20][CH2:19]4)=[C:9]([O:12][CH3:13])[CH:10]=3)[N:5]=[CH:4][N:3]=2)=[CH:33][CH:32]=[C:31]2[C:27]=1[CH:28]=[C:29]([CH3:36])[NH:30]2. The yield is 0.700. (5) The reactants are [OH-].[K+].C([O:5][C:6](=[O:16])[C:7]([NH:9][C:10]1[CH:15]=[CH:14][CH:13]=[CH:12][CH:11]=1)=[O:8])C. The catalyst is O.CO. The product is [C:10]1([NH:9][C:7](=[O:8])[C:6]([OH:16])=[O:5])[CH:11]=[CH:12][CH:13]=[CH:14][CH:15]=1. The yield is 0.770. (6) The reactants are [Br:1][C:2]1[C:7]([F:8])=[CH:6][CH:5]=[C:4]([CH3:9])[N:3]=1.[Mn]([O-])(=O)(=O)=[O:11].[K+].[OH2:16]. No catalyst specified. The product is [Br:1][C:2]1[N:3]=[C:4]([C:9]([OH:11])=[O:16])[CH:5]=[CH:6][C:7]=1[F:8]. The yield is 0.170.